From a dataset of Forward reaction prediction with 1.9M reactions from USPTO patents (1976-2016). Predict the product of the given reaction. (1) Given the reactants [CH3:1][C:2](=O)[CH2:3][C:4](=[O:6])[CH3:5].[NH2:8][C:9]1[CH:14]=[CH:13][CH:12]=[CH:11][CH:10]=1.O.C1(C)C=CC(S(O)(=O)=O)=CC=1, predict the reaction product. The product is: [C:9]1([NH:8]/[C:2](/[CH3:1])=[CH:3]\[C:4](=[O:6])[CH3:5])[CH:14]=[CH:13][CH:12]=[CH:11][CH:10]=1. (2) The product is: [F:37][C:38]1[CH:43]=[C:42]([C:8]2[CH:7]=[CH:6][C:5]3[C:10](=[CH:11][CH:12]=[C:3]([O:2][CH3:1])[CH:4]=3)[C:9]=2[CH2:13][C:14]2[CH:19]=[CH:18][C:17]([O:20][CH2:21][CH2:22][N:23]3[CH2:28][CH2:27][CH2:26][CH2:25][CH2:24]3)=[CH:16][CH:15]=2)[CH:41]=[CH:40][CH:39]=1. Given the reactants [CH3:1][O:2][C:3]1[CH:4]=[C:5]2[C:10](=[CH:11][CH:12]=1)[C:9]([CH2:13][C:14]1[CH:19]=[CH:18][C:17]([O:20][CH2:21][CH2:22][N:23]3[CH2:28][CH2:27][CH2:26][CH2:25][CH2:24]3)=[CH:16][CH:15]=1)=[C:8](OS(C(F)(F)F)(=O)=O)[CH:7]=[CH:6]2.[F:37][C:38]1[CH:39]=[C:40](B(O)O)[CH:41]=[CH:42][CH:43]=1.[F-].[Cs+], predict the reaction product. (3) Given the reactants [N:1]([O-])=O.[Na+].[NH2:5][C:6]1[CH:14]=[CH:13][C:9]([C:10]([OH:12])=[O:11])=[CH:8][CH:7]=1.[C:15]([O-:18])([O-])=O.[K+].[K+].O=C1CCC(=O)N1C1C=C(/[N:37]=[N:38]/[C:39]2[CH:44]=[C:43]([CH2:45][CH2:46][NH:47]C(=O)CCCCC#C)[CH:42]=[CH:41]C=2O)C=CC=1C([O-])=O, predict the reaction product. The product is: [N:38]([CH2:39][CH2:44][C:43]1[CH:42]=[CH:41][C:15]([OH:18])=[C:46](/[N:47]=[N:5]/[C:6]2[CH:14]=[CH:13][C:9]([C:10]([OH:12])=[O:11])=[CH:8][CH:7]=2)[CH:45]=1)=[N+:37]=[N-:1]. (4) Given the reactants CN(C)[CH:3]=[O:4].P(Cl)(Cl)(Cl)=O.[CH3:11][C:12]1[C:16]([CH3:17])=[CH:15][NH:14][CH:13]=1, predict the reaction product. The product is: [CH3:11][C:12]1[C:16]([CH3:17])=[CH:15][NH:14][C:13]=1[CH:3]=[O:4]. (5) Given the reactants C([O:3][C:4]([CH:6]1[CH2:11][CH2:10][C:9](=[O:12])[CH2:8][CH2:7]1)=[O:5])C, predict the reaction product. The product is: [O:12]=[C:9]1[CH2:10][CH2:11][CH:6]([C:4]([OH:5])=[O:3])[CH2:7][CH2:8]1.